Dataset: Peptide-MHC class II binding affinity with 134,281 pairs from IEDB. Task: Regression. Given a peptide amino acid sequence and an MHC pseudo amino acid sequence, predict their binding affinity value. This is MHC class II binding data. (1) The peptide sequence is SDVKEPGVSRELLGY. The MHC is DRB1_0101 with pseudo-sequence DRB1_0101. The binding affinity (normalized) is 0.576. (2) The peptide sequence is FSQPEQKFPQPQ. The MHC is HLA-DQA10501-DQB10201 with pseudo-sequence HLA-DQA10501-DQB10201. The binding affinity (normalized) is 0. (3) The peptide sequence is RNPRGSYQIAVVGLK. The MHC is HLA-DPA10201-DPB10501 with pseudo-sequence HLA-DPA10201-DPB10501. The binding affinity (normalized) is 0.0938. (4) The peptide sequence is IGNRPGPSRGVQGFI. The MHC is H-2-IAb with pseudo-sequence H-2-IAb. The binding affinity (normalized) is 0.0848. (5) The peptide sequence is KPVSQMRMATPLLMRPL. The MHC is H-2-IAk with pseudo-sequence H-2-IAk. The binding affinity (normalized) is 0. (6) The peptide sequence is IAMEVVLRKRQGPKQ. The MHC is DRB3_0101 with pseudo-sequence DRB3_0101. The binding affinity (normalized) is 0.340. (7) The peptide sequence is AGAWRTAAVELARAL. The MHC is DRB1_0701 with pseudo-sequence DRB1_0701. The binding affinity (normalized) is 0.685. (8) The peptide sequence is AAATAGDTVYGAFAA. The MHC is HLA-DQA10401-DQB10402 with pseudo-sequence HLA-DQA10401-DQB10402. The binding affinity (normalized) is 0.434. (9) The peptide sequence is LSSTGSSCLFVLILF. The binding affinity (normalized) is 0.133. The MHC is HLA-DQA10401-DQB10402 with pseudo-sequence HLA-DQA10401-DQB10402.